This data is from NCI-60 drug combinations with 297,098 pairs across 59 cell lines. The task is: Regression. Given two drug SMILES strings and cell line genomic features, predict the synergy score measuring deviation from expected non-interaction effect. (1) Drug 1: CC1=C(C=C(C=C1)NC(=O)C2=CC=C(C=C2)CN3CCN(CC3)C)NC4=NC=CC(=N4)C5=CN=CC=C5. Drug 2: CC1=C(N=C(N=C1N)C(CC(=O)N)NCC(C(=O)N)N)C(=O)NC(C(C2=CN=CN2)OC3C(C(C(C(O3)CO)O)O)OC4C(C(C(C(O4)CO)O)OC(=O)N)O)C(=O)NC(C)C(C(C)C(=O)NC(C(C)O)C(=O)NCCC5=NC(=CS5)C6=NC(=CS6)C(=O)NCCC[S+](C)C)O. Cell line: HCT116. Synergy scores: CSS=48.2, Synergy_ZIP=5.15, Synergy_Bliss=5.72, Synergy_Loewe=-19.7, Synergy_HSA=2.72. (2) Drug 1: COC1=C(C=C2C(=C1)N=CN=C2NC3=CC(=C(C=C3)F)Cl)OCCCN4CCOCC4. Drug 2: CC1CCC2CC(C(=CC=CC=CC(CC(C(=O)C(C(C(=CC(C(=O)CC(OC(=O)C3CCCCN3C(=O)C(=O)C1(O2)O)C(C)CC4CCC(C(C4)OC)OCCO)C)C)O)OC)C)C)C)OC. Cell line: HCT116. Synergy scores: CSS=17.9, Synergy_ZIP=-5.72, Synergy_Bliss=-2.55, Synergy_Loewe=-32.3, Synergy_HSA=0.637. (3) Drug 1: CC1=C(C(CCC1)(C)C)C=CC(=CC=CC(=CC(=O)O)C)C. Drug 2: CNC(=O)C1=NC=CC(=C1)OC2=CC=C(C=C2)NC(=O)NC3=CC(=C(C=C3)Cl)C(F)(F)F. Cell line: NCI-H322M. Synergy scores: CSS=3.21, Synergy_ZIP=-1.64, Synergy_Bliss=-3.83, Synergy_Loewe=-3.77, Synergy_HSA=-5.95. (4) Drug 1: C1CN1P(=S)(N2CC2)N3CC3. Synergy scores: CSS=10.0, Synergy_ZIP=-6.69, Synergy_Bliss=-3.50, Synergy_Loewe=-33.5, Synergy_HSA=-3.86. Cell line: UACC-257. Drug 2: CCC1(CC2CC(C3=C(CCN(C2)C1)C4=CC=CC=C4N3)(C5=C(C=C6C(=C5)C78CCN9C7C(C=CC9)(C(C(C8N6C=O)(C(=O)OC)O)OC(=O)C)CC)OC)C(=O)OC)O.OS(=O)(=O)O. (5) Drug 1: CC1=C(N=C(N=C1N)C(CC(=O)N)NCC(C(=O)N)N)C(=O)NC(C(C2=CN=CN2)OC3C(C(C(C(O3)CO)O)O)OC4C(C(C(C(O4)CO)O)OC(=O)N)O)C(=O)NC(C)C(C(C)C(=O)NC(C(C)O)C(=O)NCCC5=NC(=CS5)C6=NC(=CS6)C(=O)NCCC[S+](C)C)O. Drug 2: CCC1(CC2CC(C3=C(CCN(C2)C1)C4=CC=CC=C4N3)(C5=C(C=C6C(=C5)C78CCN9C7C(C=CC9)(C(C(C8N6C)(C(=O)OC)O)OC(=O)C)CC)OC)C(=O)OC)O.OS(=O)(=O)O. Cell line: SR. Synergy scores: CSS=68.5, Synergy_ZIP=0.352, Synergy_Bliss=-0.860, Synergy_Loewe=-1.54, Synergy_HSA=-0.475. (6) Drug 1: CCC(=C(C1=CC=CC=C1)C2=CC=C(C=C2)OCCN(C)C)C3=CC=CC=C3.C(C(=O)O)C(CC(=O)O)(C(=O)O)O. Drug 2: CCCCCOC(=O)NC1=NC(=O)N(C=C1F)C2C(C(C(O2)C)O)O. Cell line: UACC-257. Synergy scores: CSS=0.551, Synergy_ZIP=-1.23, Synergy_Bliss=-0.888, Synergy_Loewe=-1.40, Synergy_HSA=-0.941. (7) Drug 1: C1C(C(OC1N2C=C(C(=O)NC2=O)F)CO)O. Drug 2: CS(=O)(=O)CCNCC1=CC=C(O1)C2=CC3=C(C=C2)N=CN=C3NC4=CC(=C(C=C4)OCC5=CC(=CC=C5)F)Cl. Cell line: CAKI-1. Synergy scores: CSS=1.34, Synergy_ZIP=5.94, Synergy_Bliss=8.91, Synergy_Loewe=-0.856, Synergy_HSA=-0.706. (8) Drug 1: C1C(C(OC1N2C=NC3=C(N=C(N=C32)Cl)N)CO)O. Drug 2: C1=NNC2=C1C(=O)NC=N2. Cell line: M14. Synergy scores: CSS=25.4, Synergy_ZIP=-2.42, Synergy_Bliss=-4.04, Synergy_Loewe=-46.7, Synergy_HSA=-6.49.